This data is from Reaction yield outcomes from USPTO patents with 853,638 reactions. The task is: Predict the reaction yield, written as a fraction of the theoretical maximum amount of product (1.0 means a 100% yield; for example, 0.34 means a 34% yield). (1) The reactants are [C:1]([C:5]1[CH:37]=[CH:36][C:8]([C:9]([NH:11][C@@H:12]([CH2:20][C:21]2[CH:26]=[CH:25][C:24](B3OC(C)(C)C(C)(C)O3)=[CH:23][CH:22]=2)[C:13]([O:15][C:16]([CH3:19])([CH3:18])[CH3:17])=[O:14])=[O:10])=[CH:7][CH:6]=1)([CH3:4])([CH3:3])[CH3:2].[Br:38][C:39]1[C:40]([O:46][CH3:47])=[N:41][C:42](I)=[N:43][CH:44]=1.C(=O)([O-])[O-].[Na+].[Na+].C(Cl)Cl. The catalyst is C(#N)C.C1COCC1.O.C([O-])(O)=O.[Na+].C1C=CC(P(C2C=CC=CC=2)[C-]2C=CC=C2)=CC=1.C1C=CC(P(C2C=CC=CC=2)[C-]2C=CC=C2)=CC=1.Cl[Pd]Cl.[Fe+2]. The product is [Br:38][C:39]1[C:40]([O:46][CH3:47])=[N:41][C:42]([C:24]2[CH:23]=[CH:22][C:21]([CH2:20][C@H:12]([NH:11][C:9](=[O:10])[C:8]3[CH:36]=[CH:37][C:5]([C:1]([CH3:2])([CH3:3])[CH3:4])=[CH:6][CH:7]=3)[C:13]([O:15][C:16]([CH3:17])([CH3:19])[CH3:18])=[O:14])=[CH:26][CH:25]=2)=[N:43][CH:44]=1. The yield is 0.600. (2) The reactants are Cl[C:2]1[N:3]=[C:4]([N:12]2[CH2:17][CH2:16][O:15][CH2:14][C@@H:13]2[CH3:18])[C:5]2[CH2:10][N:9]([CH3:11])[CH2:8][C:6]=2[N:7]=1.[CH:19]1([NH:22][C:23]([NH:25][C:26]2[CH:31]=[CH:30][C:29](B3OC(C)(C)C(C)(C)O3)=[C:28]([F:41])[CH:27]=2)=[O:24])[CH2:21][CH2:20]1.ClCCl.C([O-])([O-])=O.[Cs+].[Cs+]. The catalyst is COCCOC.CCO.O.C1C=CC(P(C2C=CC=CC=2)[C-]2C=CC=C2)=CC=1.C1C=CC(P(C2C=CC=CC=2)[C-]2C=CC=C2)=CC=1.Cl[Pd]Cl.[Fe+2]. The product is [CH:19]1([NH:22][C:23]([NH:25][C:26]2[CH:31]=[CH:30][C:29]([C:2]3[N:3]=[C:4]([N:12]4[CH2:17][CH2:16][O:15][CH2:14][C@@H:13]4[CH3:18])[C:5]4[CH2:10][N:9]([CH3:11])[CH2:8][C:6]=4[N:7]=3)=[C:28]([F:41])[CH:27]=2)=[O:24])[CH2:21][CH2:20]1. The yield is 0.110. (3) The reactants are C([O-])([O-])=O.[K+].[K+].[N+]([C:10]1[CH:11]=[C:12]([C:18]#[N:19])[C:13](=[CH:16][CH:17]=1)[C:14]#[N:15])([O-])=O.Cl. The catalyst is ClC1C=CC(C(C2C=CC(Cl)=CC=2)=O)=CC=1.C1(C)C=CC=CC=1.CS(C)=O. The product is [C:18](#[N:19])[C:12]1[C:13](=[CH:16][CH:17]=[CH:10][CH:11]=1)[C:14]#[N:15]. The yield is 0.950. (4) The reactants are [NH2:1][CH2:2][CH2:3][O:4]/[N:5]=[C:6](/[C:8]1[N:13]=[C:12]2[N:14]([CH2:17][C:18]3[CH:19]=[C:20]4[C:25](=[CH:26][CH:27]=3)[N:24]=[CH:23][CH:22]=[CH:21]4)[N:15]=[N:16][C:11]2=[N:10][CH:9]=1)\[CH3:7].Cl[C:29]([O:31][CH3:32])=[O:30].C(N(CC)CC)C. The catalyst is C(Cl)Cl. The product is [N:24]1[C:25]2[C:20](=[CH:19][C:18]([CH2:17][N:14]3[C:12]4=[N:13][C:8](/[C:6](=[N:5]/[O:4][CH2:3][CH2:2][NH:1][C:29](=[O:30])[O:31][CH3:32])/[CH3:7])=[CH:9][N:10]=[C:11]4[N:16]=[N:15]3)=[CH:27][CH:26]=2)[CH:21]=[CH:22][CH:23]=1. The yield is 0.460.